From a dataset of Reaction yield outcomes from USPTO patents with 853,638 reactions. Predict the reaction yield, written as a fraction of the theoretical maximum amount of product (1.0 means a 100% yield; for example, 0.34 means a 34% yield). (1) The reactants are C([Si]([O:8][C:9]1[CH:14]=[CH:13][C:12]([Cl:15])=[C:11](I)[CH:10]=1)(C)C)(C)(C)C.[CH2:17]([S:19]([C:22]1[CH:27]=[CH:26][C:25](B2OC(C)(C)C(C)(C)O2)=[C:24]([O:37][CH3:38])[CH:23]=1)(=[O:21])=[O:20])[CH3:18].C(=O)([O-])[O-].[Cs+].[Cs+]. The catalyst is O1CCOCC1.[Pd](Cl)Cl.C1(P(C2C=CC=CC=2)[C-]2C=CC=C2)C=CC=CC=1.[C-]1(P(C2C=CC=CC=2)C2C=CC=CC=2)C=CC=C1.[Fe+2]. The product is [Cl:15][C:12]1[C:11]([C:25]2[CH:26]=[CH:27][C:22]([S:19]([CH2:17][CH3:18])(=[O:21])=[O:20])=[CH:23][C:24]=2[O:37][CH3:38])=[CH:10][C:9]([OH:8])=[CH:14][CH:13]=1. The yield is 0.720. (2) The reactants are Cl[C:2]1[N:7]2[N:8]=[CH:9][CH:10]=[C:6]2[N:5]=[C:4]([NH:11][C:12](=[O:23])[C:13]2[CH:18]=[CH:17][C:16]([C:19]([OH:22])([CH3:21])[CH3:20])=[CH:15][CH:14]=2)[CH:3]=1.[S:24]1[CH:28]=[CH:27][C:26](B(O)O)=[CH:25]1.O1CCOCC1. The catalyst is CO.C1C=CC(P(C2C=CC=CC=2)[C-]2C=CC=C2)=CC=1.C1C=CC(P(C2C=CC=CC=2)[C-]2C=CC=C2)=CC=1.Cl[Pd]Cl.[Fe+2]. The product is [OH:22][C:19]([C:16]1[CH:17]=[CH:18][C:13]([C:12]([NH:11][C:4]2[CH:3]=[C:2]([C:26]3[CH:27]=[CH:28][S:24][CH:25]=3)[N:7]3[N:8]=[CH:9][CH:10]=[C:6]3[N:5]=2)=[O:23])=[CH:14][CH:15]=1)([CH3:21])[CH3:20]. The yield is 0.110. (3) The reactants are [CH2:1]([O:3][P:4](/[CH:9]=[CH:10]/[C:11]1[C:12]([O:22][CH2:23][C:24]2[CH:49]=[CH:48][C:27]([O:28][CH2:29][C:30]3[N:31]=[C:32]([C:36]4[CH:37]=[C:38]([CH2:42][C:43]([O:45]CC)=[O:44])[CH:39]=[CH:40][CH:41]=4)[O:33][C:34]=3[CH3:35])=[C:26]([O:50][CH3:51])[CH:25]=2)=[N:13][N:14]([C:16]2[CH:21]=[CH:20][CH:19]=[CH:18][CH:17]=2)[CH:15]=1)([O:6][CH2:7][CH3:8])=[O:5])[CH3:2].O1CCCC1.[OH-].[Na+].Cl. The catalyst is O.C(O)C. The product is [CH2:7]([O:6][P:4](/[CH:9]=[CH:10]/[C:11]1[C:12]([O:22][CH2:23][C:24]2[CH:49]=[CH:48][C:27]([O:28][CH2:29][C:30]3[N:31]=[C:32]([C:36]4[CH:37]=[C:38]([CH2:42][C:43]([OH:45])=[O:44])[CH:39]=[CH:40][CH:41]=4)[O:33][C:34]=3[CH3:35])=[C:26]([O:50][CH3:51])[CH:25]=2)=[N:13][N:14]([C:16]2[CH:17]=[CH:18][CH:19]=[CH:20][CH:21]=2)[CH:15]=1)([O:3][CH2:1][CH3:2])=[O:5])[CH3:8]. The yield is 0.930. (4) The reactants are Br[C:2]1[CH:11]=[CH:10][C:5]([C:6]([O:8][CH3:9])=[O:7])=[CH:4][N:3]=1.[F:12][C:13]([CH3:33])([CH3:32])[CH2:14][N:15]1[CH2:20][CH2:19][CH:18]([CH2:21][O:22][C:23]2[CH:28]=[CH:27][C:26](B(O)O)=[CH:25][CH:24]=2)[CH2:17][CH2:16]1.C([O-])([O-])=O.[Cs+].[Cs+]. The catalyst is O1CCOCC1.O. The product is [F:12][C:13]([CH3:33])([CH3:32])[CH2:14][N:15]1[CH2:20][CH2:19][CH:18]([CH2:21][O:22][C:23]2[CH:24]=[CH:25][C:26]([C:2]3[CH:11]=[CH:10][C:5]([C:6]([O:8][CH3:9])=[O:7])=[CH:4][N:3]=3)=[CH:27][CH:28]=2)[CH2:17][CH2:16]1. The yield is 0.460. (5) The yield is 0.840. The catalyst is CN(C=O)C. The reactants are [Cl:1][C:2]1[CH:11]=[CH:10][CH:9]=[C:8]2[C:3]=1[C:4](=[O:22])[N:5]([C:14]1[CH:19]=[CH:18][CH:17]=[CH:16][C:15]=1OC)[C:6]([CH2:12]Cl)=[N:7]2.O.[SH:24][C:25]1[N:33]=[CH:32][N:31]=[C:30]2[C:26]=1[NH:27][CH:28]=[N:29]2.C([O-])([O-])=O.[K+].[K+]. The product is [C:15]1([C:2]2[CH:11]=[CH:10][CH:9]=[CH:8][CH:3]=2)[CH:16]=[CH:17][CH:18]=[CH:19][C:14]=1[N:5]1[C:4](=[O:22])[C:3]2[C:8](=[CH:9][CH:10]=[CH:11][C:2]=2[Cl:1])[N:7]=[C:6]1[CH2:12][S:24][C:25]1[N:33]=[CH:32][N:31]=[C:30]2[C:26]=1[N:27]=[CH:28][NH:29]2. (6) The reactants are [O:1]([CH:8]([C:10]1[CH:19]=[CH:18][C:13]([C:14]([O:16]C)=[O:15])=[CH:12][N:11]=1)[CH3:9])[C:2]1[CH:7]=[CH:6][CH:5]=[CH:4][CH:3]=1.[OH-].[Li+]. The catalyst is O1CCCC1.CO.O. The product is [O:1]([CH:8]([C:10]1[CH:19]=[CH:18][C:13]([C:14]([OH:16])=[O:15])=[CH:12][N:11]=1)[CH3:9])[C:2]1[CH:7]=[CH:6][CH:5]=[CH:4][CH:3]=1. The yield is 0.925. (7) The reactants are [CH2:1]([NH:3][C:4]([N:21]1[CH2:25][CH:24]([CH2:26][CH3:27])[CH:23]=[N:22]1)=[N:5][S:6]([C:9]1[CH:10]=[C:11]2[C:15](=[CH:16][CH:17]=1)[N:14](C(=O)C)[CH2:13][CH2:12]2)(=[O:8])=[O:7])[CH3:2].Cl.C([O-])(O)=O.[Na+]. The catalyst is CCO. The product is [CH2:1]([NH:3][C:4]([N:21]1[CH2:25][CH:24]([CH2:26][CH3:27])[CH:23]=[N:22]1)=[N:5][S:6]([C:9]1[CH:10]=[C:11]2[C:15](=[CH:16][CH:17]=1)[NH:14][CH2:13][CH2:12]2)(=[O:7])=[O:8])[CH3:2]. The yield is 0.430. (8) The reactants are C(OC([N:8]1[CH2:12][CH2:11][CH2:10][C:9]1([C:16]([C:18]1[CH:23]=[CH:22][C:21]([Cl:24])=[C:20]([Cl:25])[N:19]=1)=[O:17])[CH2:13][CH2:14][CH3:15])=O)(C)(C)C. The catalyst is Cl.CO. The product is [Cl:24][C:21]1[CH:22]=[CH:23][C:18]([C:16]([C:9]2([CH2:13][CH2:14][CH3:15])[CH2:10][CH2:11][CH2:12][NH:8]2)=[O:17])=[N:19][C:20]=1[Cl:25]. The yield is 0.720.